Dataset: Forward reaction prediction with 1.9M reactions from USPTO patents (1976-2016). Task: Predict the product of the given reaction. (1) Given the reactants [F:1][C:2]([F:26])([F:25])[C:3]1[CH:8]=[C:7]([C:9]([F:12])([F:11])[F:10])[CH:6]=[CH:5][C:4]=1[C:13]1[CH:14]=[CH:15][C:16]([CH2:19]OS(C)(=O)=O)=[N:17][CH:18]=1.[F:27][C:28]1[CH:33]=[CH:32][CH:31]=[CH:30][C:29]=1[C:34]1[N:42]=[C:37]2[CH:38]=[N:39][NH:40][CH:41]=[C:36]2[N:35]=1, predict the reaction product. The product is: [F:1][C:2]([F:26])([F:25])[C:3]1[CH:8]=[C:7]([C:9]([F:12])([F:11])[F:10])[CH:6]=[CH:5][C:4]=1[C:13]1[CH:14]=[CH:15][C:16]([CH2:19][N:39]2[CH:38]=[C:37]3[N:42]=[C:34]([C:29]4[CH:30]=[CH:31][CH:32]=[CH:33][C:28]=4[F:27])[N:35]=[C:36]3[CH:41]=[N:40]2)=[N:17][CH:18]=1. (2) Given the reactants C([O:3][C:4]([C@@H:6]1[CH2:8][C@H:7]1[CH:9]1[CH2:14][CH2:13][CH2:12][CH2:11][CH2:10]1)=[O:5])C.[OH-].[Na+], predict the reaction product. The product is: [CH:9]1([C@@H:7]2[CH2:8][C@H:6]2[C:4]([OH:5])=[O:3])[CH2:14][CH2:13][CH2:12][CH2:11][CH2:10]1.